Dataset: Full USPTO retrosynthesis dataset with 1.9M reactions from patents (1976-2016). Task: Predict the reactants needed to synthesize the given product. Given the product [C:16]([C:13]1[CH:14]=[CH:15][C:10]([C:9]2[O:8][C:7]([C:18]3[CH:23]=[CH:22][C:21]([C:24]([F:25])([F:26])[F:27])=[CH:20][CH:19]=3)=[N:6][C:5]=2[C:3]([OH:4])=[O:2])=[CH:11][CH:12]=1)#[N:17], predict the reactants needed to synthesize it. The reactants are: C[O:2][C:3]([C:5]1[N:6]=[C:7]([C:18]2[CH:23]=[CH:22][C:21]([C:24]([F:27])([F:26])[F:25])=[CH:20][CH:19]=2)[O:8][C:9]=1[C:10]1[CH:15]=[CH:14][C:13]([C:16]#[N:17])=[CH:12][CH:11]=1)=[O:4].[OH-].[Li+].